Dataset: Reaction yield outcomes from USPTO patents with 853,638 reactions. Task: Predict the reaction yield, written as a fraction of the theoretical maximum amount of product (1.0 means a 100% yield; for example, 0.34 means a 34% yield). (1) The reactants are [Mg].II.Cl[CH:5]1[CH2:10][CH2:9][O:8][CH2:7][CH2:6]1.[F:11][C:12]([F:45])([F:44])[C:13]1[CH:14]=[C:15]([CH:37]=[C:38]([C:40]([F:43])([F:42])[F:41])[CH:39]=1)[CH2:16][N:17]([CH2:24][C:25]1[CH:32]=[C:31]([C:33]([F:36])([F:35])[F:34])[CH:30]=[CH:29][C:26]=1[CH:27]=[O:28])[C:18]1[N:19]=[N:20][N:21]([CH3:23])[N:22]=1.C[Si](Cl)(C)C. The catalyst is C1COCC1.C[Mg]Br. The product is [F:45][C:12]([F:11])([F:44])[C:13]1[CH:14]=[C:15]([CH:37]=[C:38]([C:40]([F:41])([F:42])[F:43])[CH:39]=1)[CH2:16][N:17]([CH2:24][C:25]1[CH:32]=[C:31]([C:33]([F:36])([F:35])[F:34])[CH:30]=[CH:29][C:26]=1[CH:27]([CH:5]1[CH2:10][CH2:9][O:8][CH2:7][CH2:6]1)[OH:28])[C:18]1[N:19]=[N:20][N:21]([CH3:23])[N:22]=1. The yield is 0.520. (2) The reactants are [NH2:1][C:2]1[CH:3]=[C:4]([S:8][C:9]2[CH:14]=[CH:13][N:12]=[C:11]([NH:15][C:16]3[CH:21]=[CH:20][C:19]([N:22]4[CH2:27][CH2:26][O:25][CH2:24][CH2:23]4)=[CH:18][CH:17]=3)[N:10]=2)[CH:5]=[CH:6][CH:7]=1.[C:28]([CH2:30][C:31](O)=[O:32])#[N:29]. No catalyst specified. The product is [O:25]1[CH2:24][CH2:23][N:22]([C:19]2[CH:18]=[CH:17][C:16]([NH:15][C:11]3[N:10]=[C:9]([S:8][C:4]4[CH:3]=[C:2]([NH:1][C:31](=[O:32])[CH2:30][C:28]#[N:29])[CH:7]=[CH:6][CH:5]=4)[CH:14]=[CH:13][N:12]=3)=[CH:21][CH:20]=2)[CH2:27][CH2:26]1. The yield is 0.640. (3) The reactants are C1(C(C2C=CC=CC=2)[N:8]2[CH2:11][CH:10]([O:12][C:13]3[CH:18]=[CH:17][C:16]([F:19])=[CH:15][CH:14]=3)[CH2:9]2)C=CC=CC=1.[Cl:26]C(OC(Cl)=O)C. The catalyst is ClCCCl. The product is [ClH:26].[F:19][C:16]1[CH:17]=[CH:18][C:13]([O:12][CH:10]2[CH2:9][NH:8][CH2:11]2)=[CH:14][CH:15]=1. The yield is 0.910.